From a dataset of Forward reaction prediction with 1.9M reactions from USPTO patents (1976-2016). Predict the product of the given reaction. (1) Given the reactants [NH2:1][C:2]1[NH:6][N:5]=[C:4]([NH:7][C:8]2[CH:13]=[CH:12][C:11]([CH2:14][N:15]3[CH2:19][CH2:18][CH2:17][CH2:16]3)=[CH:10][CH:9]=2)[C:3]=1[C:20]([NH2:22])=[O:21].[CH3:23][C:24]1[CH:25]=[C:26]([CH:29]=[C:30]([CH3:33])[C:31]=1[OH:32])[CH:27]=O.[BH4-].[Na+].O, predict the reaction product. The product is: [OH:32][C:31]1[C:30]([CH3:33])=[CH:29][C:26]([CH2:27][NH:1][C:2]2[NH:6][N:5]=[C:4]([NH:7][C:8]3[CH:13]=[CH:12][C:11]([CH2:14][N:15]4[CH2:19][CH2:18][CH2:17][CH2:16]4)=[CH:10][CH:9]=3)[C:3]=2[C:20]([NH2:22])=[O:21])=[CH:25][C:24]=1[CH3:23]. (2) The product is: [NH3:11].[CH:40]([N:36]([CH:37]([CH3:39])[CH3:38])[CH2:35][CH2:34][C@@H:33]([C:28]1[CH:27]=[C:26]([CH2:25][CH2:24][CH2:23][CH2:22][CH2:21][O:20][C:17]2[CH:18]=[CH:19][C:14]([CH2:13][CH2:12][NH:11][CH2:10][C@@H:9]([C:49]3[CH:50]=[CH:51][C:52]([OH:60])=[C:53]([NH:55][S:56]([CH3:59])(=[O:58])=[O:57])[CH:54]=3)[OH:8])=[CH:15][CH:16]=2)[CH:31]=[CH:30][C:29]=1[OH:32])[C:43]1[CH:44]=[CH:45][CH:46]=[CH:47][CH:48]=1)([CH3:42])[CH3:41]. Given the reactants [Si]([O:8][C@H:9]([C:49]1[CH:50]=[CH:51][C:52]([OH:60])=[C:53]([NH:55][S:56]([CH3:59])(=[O:58])=[O:57])[CH:54]=1)[CH2:10][NH:11][CH2:12][CH2:13][C:14]1[CH:19]=[CH:18][C:17]([O:20][CH2:21][CH2:22][CH2:23][CH2:24][CH2:25][C:26]2[CH:31]=[CH:30][C:29]([OH:32])=[C:28]([C@@H:33]([C:43]3[CH:48]=[CH:47][CH:46]=[CH:45][CH:44]=3)[CH2:34][CH2:35][N:36]([CH:40]([CH3:42])[CH3:41])[CH:37]([CH3:39])[CH3:38])[CH:27]=2)=[CH:16][CH:15]=1)(C(C)(C)C)(C)C.CO.CCN(CC)CC.F.F.F, predict the reaction product. (3) Given the reactants [C:1]([C:3]1[CH:4]=[C:5]([NH:9][C:10](=S)[C:11]2[CH:16]=[C:15]([N+:17]([O-:19])=[O:18])[CH:14]=[CH:13][C:12]=2F)[CH:6]=[CH:7][CH:8]=1)#[N:2].O.[NH2:23][NH2:24], predict the reaction product. The product is: [N+:17]([C:15]1[CH:16]=[C:11]2[C:12](=[CH:13][CH:14]=1)[NH:24][N:23]=[C:10]2[NH:9][C:5]1[CH:4]=[C:3]([CH:8]=[CH:7][CH:6]=1)[C:1]#[N:2])([O-:19])=[O:18]. (4) The product is: [Cl:1][C:2]1[CH:7]=[CH:6][C:5]([C:8](=[N:18][NH2:19])[C:10]2[CH:15]=[CH:14][C:13]([Cl:16])=[CH:12][CH:11]=2)=[CH:4][CH:3]=1. Given the reactants [Cl:1][C:2]1[CH:7]=[CH:6][C:5]([C:8]([C:10]2[CH:15]=[CH:14][C:13]([Cl:16])=[CH:12][CH:11]=2)=O)=[CH:4][CH:3]=1.O.[NH2:18][NH2:19], predict the reaction product. (5) Given the reactants [CH3:1][CH2:2][CH2:3][CH2:4][CH2:5][CH2:6]CN1C(C)=CS/C/1=C/C1SC=C(C)[N+]=1[CH2:1][CH2:2][CH2:3][CH2:4][CH2:5][CH2:6]C.[I-].[OH-].[Na+].[Na].[Na].[Na].[Na].C(ON(O[C:52](=[O:54])[CH3:53])CCN(OC(=O)C)OC(=O)C)(=O)C.C=CC1C=CC=CC=1.C(O)(=[O:66])C=C.CC(C(C(C(S)(C)C)(C)C)(C)C)C.[OH-].[NH4+], predict the reaction product. The product is: [CH3:1]/[CH:2]=[CH:3]/[CH:4]1[CH2:53][C@H:52]([OH:54])[C@H:6]([OH:66])[CH2:5]1. (6) Given the reactants [N:1]1[CH:6]=[CH:5][CH:4]=[C:3]([CH2:7][NH:8][C:9]([C:11]2[S:15][C:14]([C:16]3[NH:17][N:18]=[CH:19][CH:20]=3)=[N:13][C:12]=2[CH3:21])=[O:10])[CH:2]=1.Br[CH2:23][C:24]1[CH:29]=[CH:28][C:27]([F:30])=[CH:26][CH:25]=1, predict the reaction product. The product is: [N:1]1[CH:6]=[CH:5][CH:4]=[C:3]([CH2:7][NH:8][C:9]([C:11]2[S:15][C:14]([C:16]3[CH:20]=[CH:19][N:18]([CH2:23][C:24]4[CH:29]=[CH:28][C:27]([F:30])=[CH:26][CH:25]=4)[N:17]=3)=[N:13][C:12]=2[CH3:21])=[O:10])[CH:2]=1. (7) The product is: [F:26][C:24]([F:25])([F:27])[C:21]1[O:20][C:19]([CH2:18][N:11]2[C:12]3[C:17](=[CH:16][CH:15]=[CH:14][CH:13]=3)[C:9]3([C:7]4[NH:8][C:3](=[O:2])[CH:4]=[CH:5][C:6]=4[O:30][CH2:29]3)[C:10]2=[O:28])=[CH:23][CH:22]=1. Given the reactants C[O:2][C:3]1[N:8]=[C:7]2[C:9]3([CH2:29][O:30][C:6]2=[CH:5][CH:4]=1)[C:17]1[C:12](=[CH:13][CH:14]=[CH:15][CH:16]=1)[N:11]([CH2:18][C:19]1[O:20][C:21]([C:24]([F:27])([F:26])[F:25])=[CH:22][CH:23]=1)[C:10]3=[O:28].Cl[Si](C)(C)C.[I-].[Na+], predict the reaction product. (8) Given the reactants [NH2:1][C:2]1[C:7]([C:8]([C:10]2[CH:15]=[C:14]([F:16])[CH:13]=[CH:12][C:11]=2[O:17][CH3:18])=[O:9])=[CH:6][N:5]=[C:4]([NH:19][CH:20]2[CH2:25][CH2:24][NH:23][CH2:22][CH2:21]2)[N:3]=1.[CH2:26]1[CH2:33][O:32][S:29](=[O:31])(=[O:30])[CH2:28][CH2:27]1.C(N(CC)CC)C, predict the reaction product. The product is: [NH2:1][C:2]1[C:7]([C:8]([C:10]2[CH:15]=[C:14]([F:16])[CH:13]=[CH:12][C:11]=2[O:17][CH3:18])=[O:9])=[CH:6][N:5]=[C:4]([NH:19][CH:20]2[CH2:21][CH2:22][N:23]([S:29]([CH2:28][CH2:27][CH2:26][CH2:33][OH:32])(=[O:31])=[O:30])[CH2:24][CH2:25]2)[N:3]=1. (9) Given the reactants [O:1]1[CH:6]=[CH:5][CH2:4][CH2:3][CH2:2]1.C1(C)C=CC(S([O-])(=O)=O)=CC=1.[NH+]1C=CC=CC=1.[F:24][C:25]1[CH:30]=[CH:29][C:28]([C@@H:31]([OH:39])[CH2:32][CH2:33][CH2:34][C:35]([O:37][CH3:38])=[O:36])=[CH:27][CH:26]=1.N1C=CC=CC=1, predict the reaction product. The product is: [F:24][C:25]1[CH:26]=[CH:27][C:28]([C@@H:31]([O:39][CH:6]2[CH2:5][CH2:4][CH2:3][CH2:2][O:1]2)[CH2:32][CH2:33][CH2:34][C:35]([O:37][CH3:38])=[O:36])=[CH:29][CH:30]=1.